Task: Predict the reactants needed to synthesize the given product.. Dataset: Retrosynthesis with 50K atom-mapped reactions and 10 reaction types from USPTO (1) Given the product N#Cc1cc(CCCO)ccn1, predict the reactants needed to synthesize it. The reactants are: CC(=O)OCCCc1ccnc(C#N)c1. (2) Given the product CCCCCCCCCCCCCCCCCC(=O)OC[C@H](CC=O)COS(=O)(=O)c1ccccc1C, predict the reactants needed to synthesize it. The reactants are: CCCCCCCCCCCCCCCCCC(=O)OC[C@@H](COS(=O)(=O)c1ccccc1C)CC(OCC)OCC. (3) Given the product CC(C)N(C(=O)c1cc2c(cc1C(F)(F)F)OC(C)(C)C(=O)N2CCC1CO1)[C@@H]1CCCN(C(=O)OC(C)(C)C)C1, predict the reactants needed to synthesize it. The reactants are: C=CCCN1C(=O)C(C)(C)Oc2cc(C(F)(F)F)c(C(=O)N(C(C)C)[C@@H]3CCCN(C(=O)OC(C)(C)C)C3)cc21.O=C(OO)c1cccc(Cl)c1. (4) Given the product COCc1cc(C(N)C(=O)O)ccc1O, predict the reactants needed to synthesize it. The reactants are: COCc1cc(C(N)C(=O)OC)ccc1O. (5) The reactants are: CCOC(=O)N1CCC(=O)CC1.NC(c1ccccc1)c1ccccc1. Given the product CCOC(=O)N1CCC(NC(c2ccccc2)c2ccccc2)CC1, predict the reactants needed to synthesize it. (6) Given the product CCC(=O)CNC(=O)[C@H]1O[C@@H](OC)[C@@H]2OC(C)(C)O[C@@H]12, predict the reactants needed to synthesize it. The reactants are: CCC(O)CNC(=O)[C@H]1O[C@@H](OC)[C@@H]2OC(C)(C)O[C@@H]12.